Dataset: Full USPTO retrosynthesis dataset with 1.9M reactions from patents (1976-2016). Task: Predict the reactants needed to synthesize the given product. (1) The reactants are: BrN1C(=O)CCC1=O.[CH3:9][C:10]1[CH:11]=[C:12]([CH:38]=[CH:39][C:40]=1[S:41][CH3:42])[CH2:13][NH:14][C:15]([C:17]1[C:22](=[O:23])[C:21]([C:24]2[CH:29]=[CH:28][CH:27]=[C:26]([C:30]([F:33])([F:32])[F:31])[CH:25]=2)=[C:20]([CH3:34])[N:19]([CH:35]([CH3:37])[CH3:36])[CH:18]=1)=[O:16].[N:43]#[C:44][NH2:45].CC(C)([O-])C.[K+].S([O-])([O-])(=O)=S.[Na+].[Na+]. Given the product [CH3:9][C:10]1[CH:11]=[C:12]([CH:38]=[CH:39][C:40]=1[S:41]([CH3:42])=[N:45][C:44]#[N:43])[CH2:13][NH:14][C:15]([C:17]1[C:22](=[O:23])[C:21]([C:24]2[CH:29]=[CH:28][CH:27]=[C:26]([C:30]([F:33])([F:32])[F:31])[CH:25]=2)=[C:20]([CH3:34])[N:19]([CH:35]([CH3:37])[CH3:36])[CH:18]=1)=[O:16], predict the reactants needed to synthesize it. (2) Given the product [Br:1][C:2]1[CH:7]=[CH:6][C:5]([CH2:8][N:24]2[CH:17]3[CH2:23][CH2:22][CH:21]2[CH2:20][C:19](=[O:25])[CH2:18]3)=[CH:4][CH:3]=1, predict the reactants needed to synthesize it. The reactants are: [Br:1][C:2]1[CH:7]=[CH:6][C:5]([CH2:8]Br)=[CH:4][CH:3]=1.C(N(CC)CC)C.[CH:17]12[NH:24][CH:21]([CH2:22][CH2:23]1)[CH2:20][C:19](=[O:25])[CH2:18]2. (3) Given the product [CH2:1]([C:9]1[CH:10]=[CH:11][C:12]2[N:13]([C:15]([CH2:18][C:19]([NH:22][C:23]3[CH:28]=[CH:27][CH:26]=[CH:25][CH:24]=3)=[O:21])=[CH:16][N:17]=2)[N:14]=1)[CH2:2][C:3]1[CH:4]=[CH:5][CH:6]=[CH:7][CH:8]=1, predict the reactants needed to synthesize it. The reactants are: [CH2:1]([C:9]1[CH:10]=[CH:11][C:12]2[N:13]([C:15]([CH2:18][C:19]([OH:21])=O)=[CH:16][N:17]=2)[N:14]=1)[CH2:2][C:3]1[CH:8]=[CH:7][CH:6]=[CH:5][CH:4]=1.[NH2:22][C:23]1[CH:28]=[CH:27][CH:26]=[CH:25][CH:24]=1. (4) The reactants are: C(OC(=O)[NH:7][CH:8]1[CH2:12][CH2:11][N:10]([CH2:13][C:14]2[CH:19]=[CH:18][CH:17]=[C:16]([O:20][C:21]3[CH:26]=[CH:25][CH:24]=[CH:23][C:22]=3[O:27][CH3:28])[CH:15]=2)[CH2:9]1)(C)(C)C. Given the product [CH3:28][O:27][C:22]1[CH:23]=[CH:24][CH:25]=[CH:26][C:21]=1[O:20][C:16]1[CH:15]=[C:14]([CH:19]=[CH:18][CH:17]=1)[CH2:13][N:10]1[CH2:11][CH2:12][CH:8]([NH2:7])[CH2:9]1, predict the reactants needed to synthesize it. (5) Given the product [CH3:30][N:31]([O:32][CH3:33])[C:15]([C:3]1[S:4][C:5]2[CH:10]=[C:9]([C:11]([F:14])([F:13])[F:12])[CH:8]=[CH:7][C:6]=2[C:2]=1[CH3:1])=[O:17], predict the reactants needed to synthesize it. The reactants are: [CH3:1][C:2]1[C:6]2[CH:7]=[CH:8][C:9]([C:11]([F:14])([F:13])[F:12])=[CH:10][C:5]=2[S:4][C:3]=1[C:15]([OH:17])=O.C(N1C=CN=C1)(N1C=CN=C1)=O.[CH3:30][NH:31][O:32][CH3:33].